The task is: Predict the reactants needed to synthesize the given product.. This data is from Full USPTO retrosynthesis dataset with 1.9M reactions from patents (1976-2016). Given the product [ClH:1].[F:34][C:3]([F:2])([F:33])[C:4]1[CH:5]=[C:6]([CH:26]=[C:27]([C:29]([F:30])([F:31])[F:32])[CH:28]=1)[CH2:7][N:8]([CH3:25])[C:9]([C@@H:11]1[CH2:16][CH2:15][N:14]([C:38](=[O:39])[CH2:37][N:36]([CH3:41])[CH3:35])[CH2:13][C@H:12]1[C:17]1[CH:22]=[CH:21][C:20]([F:23])=[CH:19][C:18]=1[CH3:24])=[O:10], predict the reactants needed to synthesize it. The reactants are: [ClH:1].[F:2][C:3]([F:34])([F:33])[C:4]1[CH:5]=[C:6]([CH:26]=[C:27]([C:29]([F:32])([F:31])[F:30])[CH:28]=1)[CH2:7][N:8]([CH3:25])[C:9]([C@@H:11]1[CH2:16][CH2:15][NH:14][CH2:13][C@H:12]1[C:17]1[CH:22]=[CH:21][C:20]([F:23])=[CH:19][C:18]=1[CH3:24])=[O:10].[CH3:35][N:36]([CH3:41])[CH2:37][C:38](O)=[O:39].Cl.C(OCC)(=O)C.